This data is from Forward reaction prediction with 1.9M reactions from USPTO patents (1976-2016). The task is: Predict the product of the given reaction. (1) Given the reactants [CH3:1][O:2][C:3]1[C:12]([O:13][CH3:14])=[CH:11][C:10]2[N:9]=[CH:8][N:7]=[C:6]([NH:15][C:16]3[CH:21]=[CH:20][CH:19]=[CH:18][CH:17]=3)[C:5]=2[C:4]=1[NH2:22].[C:23](N1C=CN=C1)(N1C=CN=C1)=[O:24], predict the reaction product. The product is: [CH3:14][O:13][C:12]1[CH:11]=[C:10]2[C:5]3[C:6]([N:15]([C:16]4[CH:17]=[CH:18][CH:19]=[CH:20][CH:21]=4)[C:23](=[O:24])[NH:22][C:4]=3[C:3]=1[O:2][CH3:1])=[N:7][CH:8]=[N:9]2. (2) Given the reactants [NH2:1][C:2]1[CH:3]=[CH:4][CH:5]=[C:6]2[C:11]=1[N:10]=[CH:9][CH:8]=[CH:7]2.[F:12][C:13]1[CH:14]=[CH:15][C:16]([N+:23]([O-:25])=[O:24])=[C:17]([S:19](Cl)(=[O:21])=[O:20])[CH:18]=1.N1C=CC=CC=1, predict the reaction product. The product is: [F:12][C:13]1[CH:14]=[CH:15][C:16]([N+:23]([O-:25])=[O:24])=[C:17]([S:19]([NH:1][C:2]2[CH:3]=[CH:4][CH:5]=[C:6]3[C:11]=2[N:10]=[CH:9][CH:8]=[CH:7]3)(=[O:20])=[O:21])[CH:18]=1. (3) Given the reactants C([O:5][C:6]([C:8]1[C:9]([C:28]([OH:30])=[O:29])=[N:10][C:11]([C:21]2[CH:26]=[CH:25][C:24]([Cl:27])=[CH:23][CH:22]=2)=[C:12]([C:14]2[CH:19]=[CH:18][C:17]([Cl:20])=[CH:16][CH:15]=2)[N:13]=1)=O)(C)(C)C.[CH2:31]([CH:33]([NH2:36])[CH2:34][CH3:35])[CH3:32].C1CN([P+](ON2N=NC3C=C[CH:59]=[CH:60][C:55]2=3)(N2CCCC2)N2CCCC2)CC1.F[P-](F)(F)(F)(F)F.N1C=CC=C[CH:71]=1, predict the reaction product. The product is: [Cl:20][C:17]1[CH:16]=[CH:15][C:14]([C:12]2[N:13]=[C:8]([C:6]([NH:36][CH:33]([CH2:34][CH3:35])[CH2:31][CH3:32])=[O:5])[C:9]([C:28]([O:30][C:60]([CH3:59])([CH3:55])[CH3:71])=[O:29])=[N:10][C:11]=2[C:21]2[CH:26]=[CH:25][C:24]([Cl:27])=[CH:23][CH:22]=2)=[CH:19][CH:18]=1. (4) Given the reactants [CH2:1]([O:5][CH2:6][CH2:7][O:8][C:9]1[CH:14]=[CH:13][C:12]([C:15]2[CH:16]=[CH:17][C:18]3[N:24]([CH2:25][CH:26]([CH3:28])[CH3:27])[CH2:23][CH2:22][C:21]([C:29]([NH:31][C:32]4[CH:37]=[CH:36][C:35]([S:38][CH2:39][C:40]5[CH:45]=[CH:44][CH:43]=[C:42]([CH3:46])[N:41]=5)=[CH:34][CH:33]=4)=[O:30])=[CH:20][C:19]=3[CH:47]=2)=[CH:11][CH:10]=1)[CH2:2][CH2:3][CH3:4].ClC1C=CC=C(C(OO)=[O:56])C=1.S([O-])([O-])(=O)=S.[Na+].[Na+], predict the reaction product. The product is: [CH2:1]([O:5][CH2:6][CH2:7][O:8][C:9]1[CH:10]=[CH:11][C:12]([C:15]2[CH:16]=[CH:17][C:18]3[N:24]([CH2:25][CH:26]([CH3:27])[CH3:28])[CH2:23][CH2:22][C:21]([C:29]([NH:31][C:32]4[CH:33]=[CH:34][C:35]([S:38]([CH2:39][C:40]5[CH:45]=[CH:44][CH:43]=[C:42]([CH3:46])[N:41]=5)=[O:56])=[CH:36][CH:37]=4)=[O:30])=[CH:20][C:19]=3[CH:47]=2)=[CH:13][CH:14]=1)[CH2:2][CH2:3][CH3:4]. (5) Given the reactants [CH2:1]([C:5]1[NH:6][CH:7]=[CH:8][N:9]=1)[CH2:2][CH2:3][CH3:4].Br[CH2:11][CH2:12][N:13]1[C:17](=[O:18])[C:16]2=[CH:19][CH:20]=[CH:21][CH:22]=[C:15]2[C:14]1=[O:23].C(=O)([O-])[O-].[K+].[K+], predict the reaction product. The product is: [CH2:1]([C:5]1[N:6]([CH2:11][CH2:12][N:13]2[C:14](=[O:23])[C:15]3[C:16](=[CH:19][CH:20]=[CH:21][CH:22]=3)[C:17]2=[O:18])[CH:7]=[CH:8][N:9]=1)[CH2:2][CH2:3][CH3:4]. (6) Given the reactants [CH3:1][N:2]([CH2:10][C:11](=[O:18])[C:12]1[CH:17]=[CH:16][CH:15]=[CH:14][CH:13]=1)C(=O)OC(C)(C)C.N#N.[ClH:21].O1CCOCC1, predict the reaction product. The product is: [ClH:21].[CH3:1][NH:2][CH2:10][C:11]([C:12]1[CH:17]=[CH:16][CH:15]=[CH:14][CH:13]=1)=[O:18]. (7) Given the reactants [NH2:1][C:2]1[N:7]=[C:6]([N:8]2[C:16]3[C:11](=[CH:12][CH:13]=[C:14](I)[CH:15]=3)[CH:10]=[N:9]2)[C:5]([NH:18][C:19]([C:21]2([CH3:25])[CH2:24][O:23][CH2:22]2)=[O:20])=[CH:4][N:3]=1.N1CCCCC1.[S:32]1[CH:36]=[CH:35][N:34]=[C:33]1[C:37]([OH:41])([C:39]#[CH:40])[CH3:38], predict the reaction product. The product is: [NH2:1][C:2]1[N:7]=[C:6]([N:8]2[C:16]3[C:11](=[CH:12][CH:13]=[C:14]([C:40]#[C:39][C:37]([OH:41])([C:33]4[S:32][CH:36]=[CH:35][N:34]=4)[CH3:38])[CH:15]=3)[CH:10]=[N:9]2)[C:5]([NH:18][C:19]([C:21]2([CH3:25])[CH2:24][O:23][CH2:22]2)=[O:20])=[CH:4][N:3]=1.